From a dataset of Full USPTO retrosynthesis dataset with 1.9M reactions from patents (1976-2016). Predict the reactants needed to synthesize the given product. (1) The reactants are: [NH:1]1[CH2:6][CH2:5][CH:4]([OH:7])[CH2:3][CH2:2]1.C1(P(C2C=CC=CC=2)C2C=CC=CC=2)C=CC=CC=1.O[C:28]1[CH:38]=[CH:37][C:31]([C:32]([O:34][CH2:35][CH3:36])=[O:33])=[CH:30][CH:29]=1.N(C(OCC)=O)=NC(OCC)=O. Given the product [CH3:6][N:1]1[CH2:2][CH2:3][CH:4]([O:7][C:28]2[CH:38]=[CH:37][C:31]([C:32]([O:34][CH2:35][CH3:36])=[O:33])=[CH:30][CH:29]=2)[CH2:5]1, predict the reactants needed to synthesize it. (2) Given the product [C:25]([O:19][CH2:18][C:10]1[O:9][N:8]=[C:7]([C:5]2[O:6][C:2]([Cl:1])=[CH:3][CH:4]=2)[C:11]=1[C:12]1[CH:17]=[CH:16][CH:15]=[CH:14][CH:13]=1)(=[O:28])[CH3:26], predict the reactants needed to synthesize it. The reactants are: [Cl:1][C:2]1[O:6][C:5]([C:7]2[C:11]([C:12]3[CH:17]=[CH:16][CH:15]=[CH:14][CH:13]=3)=[C:10]([CH2:18][OH:19])[O:9][N:8]=2)=[CH:4][CH:3]=1.CCN([CH2:25][CH3:26])CC.C([O-])(O)=[O:28].[Na+]. (3) Given the product [NH2:17][C:6]1[C:7]2[C:11]3[CH:12]=[CH:13][CH:14]=[CH:15][C:10]=3[O:9][C:8]=2[C:3]([O:2][CH3:1])=[CH:4][CH:5]=1, predict the reactants needed to synthesize it. The reactants are: [CH3:1][O:2][C:3]1[C:8]2[O:9][C:10]3[CH:15]=[CH:14][CH:13]=[CH:12][C:11]=3[C:7]=2[CH:6]=[CH:5][CH:4]=1.O.[NH2:17]N. (4) The reactants are: [C:1]1([C:7]2[N:8]=[CH:9][C:10]([N:19]([CH2:21][C@@H:22]([C:24]3[CH:25]=[C:26]([OH:30])[CH:27]=[CH:28][CH:29]=3)[OH:23])[CH3:20])=[N:11][C:12]=2[C:13]2[CH:18]=[CH:17][CH:16]=[CH:15][CH:14]=2)[CH:6]=[CH:5][CH:4]=[CH:3][CH:2]=1.Br[CH2:32][C:33]([O:35][CH3:36])=[O:34].C(=O)([O-])[O-].[K+].[K+]. Given the product [CH3:36][O:35][C:33](=[O:34])[CH2:32][O:30][C:26]1[CH:27]=[CH:28][CH:29]=[C:24]([C@@H:22]([OH:23])[CH2:21][N:19]([C:10]2[CH:9]=[N:8][C:7]([C:1]3[CH:2]=[CH:3][CH:4]=[CH:5][CH:6]=3)=[C:12]([C:13]3[CH:14]=[CH:15][CH:16]=[CH:17][CH:18]=3)[N:11]=2)[CH3:20])[CH:25]=1, predict the reactants needed to synthesize it. (5) Given the product [CH2:16]([NH:19][C:2]1[N:7]=[C:6]([NH:8][CH2:9][C:10]#[CH:11])[N:5]=[C:4]([N:12]([CH3:15])[O:13][CH3:14])[N:3]=1)[CH:17]=[CH2:18], predict the reactants needed to synthesize it. The reactants are: Cl[C:2]1[N:7]=[C:6]([NH:8][CH2:9][C:10]#[CH:11])[N:5]=[C:4]([N:12]([CH3:15])[O:13][CH3:14])[N:3]=1.[CH2:16]([NH2:19])[CH:17]=[CH2:18].C([O-])(O)=O.[Na+]. (6) Given the product [CH2:1]([O:8][C:9]1[CH:10]=[C:11]([C:15]2[N:19]([C:20]3[CH:25]=[CH:24][CH:23]=[C:22]([Cl:26])[CH:21]=3)[N:18]=[C:17]([C:27]([OH:29])=[O:28])[CH:16]=2)[CH:12]=[CH:13][CH:14]=1)[C:2]1[CH:7]=[CH:6][CH:5]=[CH:4][CH:3]=1, predict the reactants needed to synthesize it. The reactants are: [CH2:1]([O:8][C:9]1[CH:10]=[C:11]([C:15]2[N:19]([C:20]3[CH:25]=[CH:24][CH:23]=[C:22]([Cl:26])[CH:21]=3)[N:18]=[C:17]([C:27]([O:29]CC)=[O:28])[CH:16]=2)[CH:12]=[CH:13][CH:14]=1)[C:2]1[CH:7]=[CH:6][CH:5]=[CH:4][CH:3]=1.ClC1C=C(N2C(C3C=C(F)C=C(Cl)C=3)=CC(C(O)=O)=N2)C=CC=1F.